Dataset: Full USPTO retrosynthesis dataset with 1.9M reactions from patents (1976-2016). Task: Predict the reactants needed to synthesize the given product. Given the product [Cl:14][C:15]1[CH:16]=[C:17]([CH:21]=[CH:22][CH:23]=1)[CH2:18][CH:2]1[C:9]2[CH:8]=[C:7]([C:10]([O:12][CH3:13])=[O:11])[NH:6][C:5]=2[CH2:4][CH2:3]1, predict the reactants needed to synthesize it. The reactants are: O=[C:2]1[C:9]2[CH:8]=[C:7]([C:10]([O:12][CH3:13])=[O:11])[NH:6][C:5]=2[CH2:4][CH2:3]1.[Cl:14][C:15]1[CH:16]=[C:17]([CH:21]=[CH:22][CH:23]=1)[CH2:18][Mg]Cl.